Dataset: Reaction yield outcomes from USPTO patents with 853,638 reactions. Task: Predict the reaction yield, written as a fraction of the theoretical maximum amount of product (1.0 means a 100% yield; for example, 0.34 means a 34% yield). The reactants are C(=O)([O-])O.[Na+].O[O:7][S:8]([O-:10])=O.[K+].CC1(C)OO1.[CH:17]1([C:20]#[C:21][C:22]2[CH:49]=[CH:48][C:25]([C:26]([NH:28][C:29]3[C:38]([CH3:39])=[C:37]4[C:32]([CH:33]=[C:34]([CH2:40][NH:41][CH:42]5[CH2:47][CH2:46]S[CH2:44][CH2:43]5)[CH:35]=[N:36]4)=[CH:31][CH:30]=3)=[O:27])=[CH:24][CH:23]=2)[CH2:19][CH2:18]1. The catalyst is CC(C)=O.O. The product is [CH:17]1([C:20]#[C:21][C:22]2[CH:49]=[CH:48][C:25]([C:26]([NH:28][C:29]3[C:38]([CH3:39])=[C:37]4[C:32]([CH:33]=[C:34]([CH2:40][NH:41][CH:42]5[CH2:47][CH2:46][S:8](=[O:10])(=[O:7])[CH2:44][CH2:43]5)[CH:35]=[N:36]4)=[CH:31][CH:30]=3)=[O:27])=[CH:24][CH:23]=2)[CH2:19][CH2:18]1. The yield is 0.470.